From a dataset of Reaction yield outcomes from USPTO patents with 853,638 reactions. Predict the reaction yield, written as a fraction of the theoretical maximum amount of product (1.0 means a 100% yield; for example, 0.34 means a 34% yield). (1) The reactants are Cl[C:2]1[N:7]=[CH:6][N:5]=[C:4]([NH2:8])[CH:3]=1.[Cl:9][C:10]1[CH:11]=[C:12](B(O)O)[CH:13]=[CH:14][CH:15]=1.C([O-])([O-])=O.[Na+].[Na+]. The catalyst is COCCOC.CCO.C1C=CC(P(C2C=CC=CC=2)C2C=CC=CC=2)=CC=1.C1C=CC(P(C2C=CC=CC=2)C2C=CC=CC=2)=CC=1.Cl[Pd]Cl. The product is [Cl:9][C:10]1[CH:15]=[C:14]([C:2]2[N:7]=[CH:6][N:5]=[C:4]([NH2:8])[CH:3]=2)[CH:13]=[CH:12][CH:11]=1. The yield is 0.910. (2) The reactants are [N:1]1([C:6]2[CH:11]=[CH:10][C:9]([CH:12]([O:16][CH3:17])[C:13]([O-:15])=[O:14])=[CH:8][CH:7]=2)[CH:5]=[CH:4][CH:3]=[N:2]1.[K+].S(=O)(=O)(O)O.O.[C:25]([O-])(O)=O.[Na+]. The catalyst is CO. The product is [N:1]1([C:6]2[CH:7]=[CH:8][C:9]([CH:12]([O:16][CH3:17])[C:13]([O:15][CH3:25])=[O:14])=[CH:10][CH:11]=2)[CH:5]=[CH:4][CH:3]=[N:2]1. The yield is 0.470. (3) The reactants are [C:1]([Si:5]([CH3:35])([CH3:34])[O:6][CH:7]([C:30]([CH3:33])([CH3:32])[CH3:31])[CH2:8][CH2:9][C:10]1[CH:15]=[CH:14][C:13]([C:16]([C:21]2[CH:26]=[CH:25][C:24]([OH:27])=[C:23]([CH3:28])[CH:22]=2)([CH2:19][CH3:20])[CH2:17][CH3:18])=[CH:12][C:11]=1[CH3:29])([CH3:4])([CH3:3])[CH3:2].N1C=CC=CC=1.[O:42](S(C(F)(F)F)(=O)=O)[S:43]([C:46]([F:49])([F:48])[F:47])(=O)=[O:44].C(OCC)(=O)C. The catalyst is ClCCl. The product is [C:1]([Si:5]([CH3:35])([CH3:34])[O:6][CH:7]([C:30]([CH3:33])([CH3:32])[CH3:31])[CH2:8][CH2:9][C:10]1[CH:15]=[CH:14][C:13]([C:16]([C:21]2[CH:26]=[CH:25][C:24]([O:27][S:43]([C:46]([F:49])([F:48])[F:47])(=[O:44])=[O:42])=[C:23]([CH3:28])[CH:22]=2)([CH2:17][CH3:18])[CH2:19][CH3:20])=[CH:12][C:11]=1[CH3:29])([CH3:3])([CH3:2])[CH3:4]. The yield is 0.680. (4) The reactants are Cl.[CH3:2][NH:3][O:4][CH3:5].[CH2:6]([N:13]1[CH2:17][CH:16]([C:18]2[CH:23]=[CH:22][C:21]([Cl:24])=[C:20]([Cl:25])[CH:19]=2)[CH:15]([C:26](O)=[O:27])[CH2:14]1)[C:7]1[CH:12]=[CH:11][CH:10]=[CH:9][CH:8]=1.CCN(C(C)C)C(C)C.CN(C(ON1N=NC2C=CC=NC1=2)=[N+](C)C)C.F[P-](F)(F)(F)(F)F. The catalyst is CN(C=O)C.C(OCC)(=O)C. The product is [CH3:5][O:4][N:3]([CH3:2])[C:26]([CH:15]1[CH:16]([C:18]2[CH:23]=[CH:22][C:21]([Cl:24])=[C:20]([Cl:25])[CH:19]=2)[CH2:17][N:13]([CH2:6][C:7]2[CH:8]=[CH:9][CH:10]=[CH:11][CH:12]=2)[CH2:14]1)=[O:27]. The yield is 0.990. (5) The reactants are Br[C:2]1[CH:3]=[CH:4][C:5]2[O:10][C:9]([F:12])([F:11])[O:8][C:7]([F:14])([F:13])[C:6]=2[CH:15]=1. The catalyst is CO.CC#N.CCN(CC)CC.C1C=CC([P]([Pd]([P](C2C=CC=CC=2)(C2C=CC=CC=2)C2C=CC=CC=2)([P](C2C=CC=CC=2)(C2C=CC=CC=2)C2C=CC=CC=2)[P](C2C=CC=CC=2)(C2C=CC=CC=2)C2C=CC=CC=2)(C2C=CC=CC=2)C2C=CC=CC=2)=CC=1. The product is [CH3:7][O:8][C:9]([C:2]1[CH:3]=[CH:4][C:5]2[O:10][C:9]([F:12])([F:11])[O:8][C:7]([F:14])([F:13])[C:6]=2[CH:15]=1)=[O:10]. The yield is 0.850. (6) The reactants are [C:1]([O:5][C:6](=[O:14])[CH2:7]/[N:8]=[CH:9]/[CH2:10][CH:11]([CH3:13])[CH3:12])([CH3:4])([CH3:3])[CH3:2].[Cl:15][C:16]1[CH:17]=[C:18](/[CH:22]=[C:23](/[C:26]2[CH:31]=[CH:30]C(Cl)=[CH:28][CH:27]=2)\[C:24]#[N:25])[CH:19]=[CH:20][CH:21]=1.C(N(CC)CC)C.Cl[CH2:41][Cl:42]. No catalyst specified. The product is [C:1]([O:5][C:6]([CH:7]1[CH:22]([C:18]2[CH:19]=[CH:20][CH:21]=[C:16]([Cl:15])[CH:17]=2)[C:23]([C:26]2[CH:27]=[CH:28][C:41]([Cl:42])=[CH:30][CH:31]=2)([C:24]#[N:25])[CH:9]([CH2:10][CH:11]([CH3:13])[CH3:12])[NH:8]1)=[O:14])([CH3:4])([CH3:3])[CH3:2]. The yield is 0.200. (7) The yield is 0.750. The reactants are [CH:1]([C:3]12[CH2:13][CH:8]3[CH2:9][CH:10]([CH2:12][CH:5]([O:6][C:7]3=O)[CH2:4]1)[CH2:11]2)=[CH2:2].COC1C=CC(P2(=S)SP(=S)(C3C=CC(OC)=CC=3)[S:24]2)=CC=1. The catalyst is C1(C)C=CC=CC=1. The product is [CH:1]([C:3]12[CH2:13][CH:8]3[CH2:9][CH:10]([CH2:12][CH:5]([O:6][C:7]3=[S:24])[CH2:4]1)[CH2:11]2)=[CH2:2].